This data is from NCI-60 drug combinations with 297,098 pairs across 59 cell lines. The task is: Regression. Given two drug SMILES strings and cell line genomic features, predict the synergy score measuring deviation from expected non-interaction effect. (1) Cell line: UO-31. Drug 1: CC1OCC2C(O1)C(C(C(O2)OC3C4COC(=O)C4C(C5=CC6=C(C=C35)OCO6)C7=CC(=C(C(=C7)OC)O)OC)O)O. Drug 2: CC(C)(C#N)C1=CC(=CC(=C1)CN2C=NC=N2)C(C)(C)C#N. Synergy scores: CSS=14.1, Synergy_ZIP=-5.40, Synergy_Bliss=-3.39, Synergy_Loewe=-0.998, Synergy_HSA=-0.957. (2) Synergy scores: CSS=29.4, Synergy_ZIP=-4.11, Synergy_Bliss=-0.951, Synergy_Loewe=2.16, Synergy_HSA=2.26. Cell line: COLO 205. Drug 2: CS(=O)(=O)OCCCCOS(=O)(=O)C. Drug 1: CC12CCC3C(C1CCC2O)C(CC4=C3C=CC(=C4)O)CCCCCCCCCS(=O)CCCC(C(F)(F)F)(F)F. (3) Drug 1: CCC1(CC2CC(C3=C(CCN(C2)C1)C4=CC=CC=C4N3)(C5=C(C=C6C(=C5)C78CCN9C7C(C=CC9)(C(C(C8N6C)(C(=O)OC)O)OC(=O)C)CC)OC)C(=O)OC)O.OS(=O)(=O)O. Drug 2: C1CNP(=O)(OC1)N(CCCl)CCCl. Cell line: CAKI-1. Synergy scores: CSS=-16.1, Synergy_ZIP=2.89, Synergy_Bliss=-4.76, Synergy_Loewe=-16.5, Synergy_HSA=-12.4.